This data is from Forward reaction prediction with 1.9M reactions from USPTO patents (1976-2016). The task is: Predict the product of the given reaction. (1) The product is: [C:1]([O:5][C:6](=[O:15])[NH:7][CH2:8][CH:9]1[CH2:10][CH2:11][N:12]([C:19]2[CH:20]=[CH:21][N:22]=[C:17]([Cl:16])[N:18]=2)[CH2:13][CH2:14]1)([CH3:4])([CH3:2])[CH3:3]. Given the reactants [C:1]([O:5][C:6](=[O:15])[NH:7][CH2:8][CH:9]1[CH2:14][CH2:13][NH:12][CH2:11][CH2:10]1)([CH3:4])([CH3:3])[CH3:2].[Cl:16][C:17]1[N:22]=[C:21](Cl)[CH:20]=[CH:19][N:18]=1.C(N(C(C)C)C(C)C)C.C(OC(=O)NCC1CCN(C2N=C(Cl)C=CN=2)CC1)(C)(C)C, predict the reaction product. (2) Given the reactants C(OC([N:8]1[CH2:13][CH2:12][CH:11]([C:14]2[CH:35]=[CH:34][C:17]3[C:18]4[N:19]=[C:20]([C:26]5[N:27]([CH:31]([CH3:33])[CH3:32])[N:28]=[CH:29][N:30]=5)[S:21][C:22]=4[CH2:23][CH2:24][O:25][C:16]=3[CH:15]=2)[CH2:10][CH2:9]1)=O)(C)(C)C.Cl.CCOCC, predict the reaction product. The product is: [CH:31]([N:27]1[C:26]([C:20]2[S:21][C:22]3[CH2:23][CH2:24][O:25][C:16]4[CH:15]=[C:14]([CH:11]5[CH2:12][CH2:13][NH:8][CH2:9][CH2:10]5)[CH:35]=[CH:34][C:17]=4[C:18]=3[N:19]=2)=[N:30][CH:29]=[N:28]1)([CH3:33])[CH3:32]. (3) Given the reactants [C:1]1(B(O)O)[CH:6]=[CH:5][CH:4]=[CH:3][CH:2]=1.Br[C:11]1[C:19]2[N:18]=[C:17]([C:20]3([C:33]#[N:34])[CH2:25][CH2:24][N:23]([C:26]([O:28][C:29]([CH3:32])([CH3:31])[CH3:30])=[O:27])[CH2:22][CH2:21]3)[N:16]([S:35](=[O:40])(=[O:39])[N:36]([CH3:38])[CH3:37])[C:15]=2[CH:14]=[C:13]([Cl:41])[CH:12]=1, predict the reaction product. The product is: [Cl:41][C:13]1[CH:12]=[C:11]([C:1]2[CH:6]=[CH:5][CH:4]=[CH:3][CH:2]=2)[C:19]2[N:18]=[C:17]([C:20]3([C:33]#[N:34])[CH2:25][CH2:24][N:23]([C:26]([O:28][C:29]([CH3:31])([CH3:30])[CH3:32])=[O:27])[CH2:22][CH2:21]3)[N:16]([S:35](=[O:39])(=[O:40])[N:36]([CH3:38])[CH3:37])[C:15]=2[CH:14]=1. (4) Given the reactants [NH2:1][C:2]1[NH:3][C:4]([CH2:7][OH:8])=[N:5][N:6]=1.[C:9](O[C:9]([O:11][C:12]([CH3:15])([CH3:14])[CH3:13])=[O:10])([O:11][C:12]([CH3:15])([CH3:14])[CH3:13])=[O:10], predict the reaction product. The product is: [OH:8][CH2:7][C:4]1[NH:3][C:2]([NH:1][C:9](=[O:10])[O:11][C:12]([CH3:15])([CH3:14])[CH3:13])=[N:6][N:5]=1.